Dataset: TCR-epitope binding with 47,182 pairs between 192 epitopes and 23,139 TCRs. Task: Binary Classification. Given a T-cell receptor sequence (or CDR3 region) and an epitope sequence, predict whether binding occurs between them. (1) The epitope is ITEEVGHTDLMAAY. The TCR CDR3 sequence is CASSLAVGAGTGELFF. Result: 1 (the TCR binds to the epitope). (2) The epitope is FIAGLIAIV. The TCR CDR3 sequence is CSISSGDNEQFF. Result: 1 (the TCR binds to the epitope). (3) The epitope is DPFRLLQNSQVFS. The TCR CDR3 sequence is CASSEGGTAYYEQYF. Result: 0 (the TCR does not bind to the epitope). (4) The epitope is GLCTLVAML. The TCR CDR3 sequence is CASSLLGQAYGYTF. Result: 1 (the TCR binds to the epitope). (5) The epitope is SGPLKAEIAQRLED. The TCR CDR3 sequence is CASSFSDRGIDTGELFF. Result: 0 (the TCR does not bind to the epitope). (6) The epitope is SQASSRSSSR. The TCR CDR3 sequence is CASSLGTFLLADTQYF. Result: 0 (the TCR does not bind to the epitope). (7) The epitope is LLALHRSYL. The TCR CDR3 sequence is CTSSQGSYGYTF. Result: 0 (the TCR does not bind to the epitope). (8) The epitope is EIYKRWII. The TCR CDR3 sequence is CASSTLPGTPRNEQYF. Result: 1 (the TCR binds to the epitope). (9) The epitope is KLGGALQAK. The TCR CDR3 sequence is CATRSQGSYFSGNTIYF. Result: 1 (the TCR binds to the epitope).